Dataset: Forward reaction prediction with 1.9M reactions from USPTO patents (1976-2016). Task: Predict the product of the given reaction. The product is: [CH3:7][C:6]1([CH3:8])[C:2]([CH3:1])([CH3:25])[O:3][B:4]([C:9]2[CH:10]=[C:11]3[C:15](=[CH:16][CH:17]=2)[NH:14][CH2:13][CH2:12]3)[O:5]1. Given the reactants [CH3:1][C:2]1([CH3:25])[C:6]([CH3:8])([CH3:7])[O:5][B:4]([C:9]2[CH:10]=[C:11]3[C:15](=[CH:16][CH:17]=2)[N:14](C(OC(C)(C)C)=O)[CH2:13][CH2:12]3)[O:3]1.FC(F)(F)C(O)=O.C([O-])(O)=O.[Na+], predict the reaction product.